From a dataset of Full USPTO retrosynthesis dataset with 1.9M reactions from patents (1976-2016). Predict the reactants needed to synthesize the given product. (1) Given the product [NH2:6][CH2:5][CH2:4][N:3]([CH3:2])[CH:14]1[CH2:15][CH2:16][N:17]([C:20](=[O:29])[CH2:21][CH2:22][C:23]2[N:24]([CH3:28])[CH:25]=[CH:26][N:27]=2)[CH2:18][CH2:19]1, predict the reactants needed to synthesize it. The reactants are: Cl.[CH3:2][N:3]([CH:14]1[CH2:19][CH2:18][N:17]([C:20](=[O:29])[CH2:21][CH2:22][C:23]2[N:24]([CH3:28])[CH:25]=[CH:26][N:27]=2)[CH2:16][CH2:15]1)[CH2:4][CH2:5][NH:6]C(=O)OC(C)(C)C.C(=O)([O-])O.[Na+]. (2) Given the product [C:3]([CH2:2][C:8]1[N:21]([CH3:20])[C:22]([CH3:29])=[CH:23][C:25]=1[C:26]([OH:28])=[O:27])([OH:6])=[O:4], predict the reactants needed to synthesize it. The reactants are: Cl[CH:2]([CH3:8])[CH:3]([O:6]C)[O:4]C.Cl.C(=O)(O)[O-].[Na+].ClC(C)C=O.[CH3:20][NH2:21].[CH2:22]([C:29](O)=O)[C:23]([CH2:25][C:26]([OH:28])=[O:27])=O. (3) Given the product [ClH:1].[CH3:2][O:3][C:4]1[CH:5]=[C:6]([C:14]#[C:15]/[CH:16]=[CH:17]/[C:18]([N:20]2[CH2:25][CH2:24][CH:23]([CH2:26][CH:27]([CH2:53][N:54]([CH3:56])[CH3:55])[CH2:28][CH:29]3[CH2:34][CH2:33][N:32]([C:35](=[O:52])/[CH:36]=[CH:37]/[C:38]#[C:39][C:40]4[CH:41]=[C:42]([O:50][CH3:51])[C:43]([O:48][CH3:49])=[C:44]([O:46][CH3:47])[CH:45]=4)[CH2:31][CH2:30]3)[CH2:22][CH2:21]2)=[O:19])[CH:7]=[C:8]([O:12][CH3:13])[C:9]=1[O:10][CH3:11], predict the reactants needed to synthesize it. The reactants are: [ClH:1].[CH3:2][O:3][C:4]1[CH:5]=[C:6]([C:14]#[C:15]/[CH:16]=[CH:17]/[C:18]([N:20]2[CH2:25][CH2:24][CH:23]([CH2:26][CH:27]([CH2:53][N:54]([CH3:56])[CH3:55])[CH2:28][CH:29]3[CH2:34][CH2:33][N:32]([C:35](=[O:52])/[CH:36]=[CH:37]/[C:38]#[C:39][C:40]4[CH:45]=[C:44]([O:46][CH3:47])[C:43]([O:48][CH3:49])=[C:42]([O:50][CH3:51])[CH:41]=4)[CH2:31][CH2:30]3)[CH2:22][CH2:21]2)=[O:19])[CH:7]=[C:8]([O:12][CH3:13])[C:9]=1[O:10][CH3:11]. (4) The reactants are: Cl[C:2]1[N:7]=[C:6]([NH:8][C:9]2[CH:13]=[C:12]([O:14][CH2:15][CH:16]3[CH2:18][CH2:17]3)[NH:11][N:10]=2)[CH:5]=[CH:4][N:3]=1.[NH:19]1[C:27]2[C:22](=[C:23]([CH2:28][NH2:29])[CH:24]=[CH:25][CH:26]=2)[CH:21]=[CH:20]1. Given the product [NH:19]1[C:27]2[C:22](=[C:23]([CH2:28][NH:29][C:2]3[N:7]=[C:6]([NH:8][C:9]4[CH:13]=[C:12]([O:14][CH2:15][CH:16]5[CH2:18][CH2:17]5)[NH:11][N:10]=4)[CH:5]=[CH:4][N:3]=3)[CH:24]=[CH:25][CH:26]=2)[CH:21]=[CH:20]1, predict the reactants needed to synthesize it. (5) Given the product [CH3:27][C:16]1[C:15]([CH2:14][O:13][C:10]2[CH:9]=[CH:8][C:7]([CH:31]=[O:32])=[CH:12][N:11]=2)=[CH:20][CH:19]=[CH:18][C:17]=1[C:21]1[CH:26]=[CH:25][CH:24]=[CH:23][CH:22]=1, predict the reactants needed to synthesize it. The reactants are: [Li+].CCC[CH2-].Br[C:7]1[CH:8]=[CH:9][C:10]([O:13][CH2:14][C:15]2[C:16]([CH3:27])=[C:17]([C:21]3[CH:26]=[CH:25][CH:24]=[CH:23][CH:22]=3)[CH:18]=[CH:19][CH:20]=2)=[N:11][CH:12]=1.CN([CH:31]=[O:32])C. (6) The reactants are: C(NC1N=CC2N(C3C=CC(F)=CC=3)C=C(C3(O)CCCCC3)C=2N=1)CCC.[CH2:29]([NH:33][C:34]1[N:35]=[CH:36][C:37]2[N:42]([C:43]3[CH:48]=[CH:47][C:46]([F:49])=[CH:45][CH:44]=3)[CH2:41][CH:40]([CH:50]3[CH2:55][CH2:54][CH:53]([OH:56])[CH2:52][CH2:51]3)[C:38]=2[N:39]=1)[CH2:30][CH2:31][CH3:32]. Given the product [CH2:29]([NH:33][C:34]1[N:35]=[CH:36][C:37]2[N:42]([C:43]3[CH:48]=[CH:47][C:46]([F:49])=[CH:45][CH:44]=3)[CH:41]=[C:40]([C@@H:50]3[CH2:51][CH2:52][C@H:53]([OH:56])[CH2:54][CH2:55]3)[C:38]=2[N:39]=1)[CH2:30][CH2:31][CH3:32].[CH2:29]([NH:33][C:34]1[N:35]=[CH:36][C:37]2[N:42]([C:43]3[CH:48]=[CH:47][C:46]([F:49])=[CH:45][CH:44]=3)[CH:41]=[C:40]([C@H:50]3[CH2:51][CH2:52][C@H:53]([OH:56])[CH2:54][CH2:55]3)[C:38]=2[N:39]=1)[CH2:30][CH2:31][CH3:32], predict the reactants needed to synthesize it. (7) Given the product [C:22]1([N:21]([C:28]2[CH:33]=[CH:32][CH:31]=[CH:30][CH:29]=2)[CH:18]2[CH2:17][CH2:16][NH:15][CH2:20][CH2:19]2)[CH:27]=[CH:26][CH:25]=[CH:24][CH:23]=1, predict the reactants needed to synthesize it. The reactants are: C(O)(C(F)(F)F)=O.C(OC([N:15]1[CH2:20][CH2:19][CH:18]([N:21]([C:28]2[CH:33]=[CH:32][CH:31]=[CH:30][CH:29]=2)[C:22]2[CH:27]=[CH:26][CH:25]=[CH:24][CH:23]=2)[CH2:17][CH2:16]1)=O)(C)(C)C.[OH-].[Na+]. (8) Given the product [C:22]1([CH3:32])[CH:23]=[CH:24][C:25]([S:28]([OH:31])(=[O:29])=[O:30])=[CH:26][CH:27]=1.[CH3:1][N:2]1[CH2:8][C@H:7]2[C@@H:3]1[CH2:4][N:5]([C:9]1[N:10]=[N:11][C:12]([C:15]3[CH:16]=[CH:17][CH:18]=[CH:19][CH:20]=3)=[CH:13][CH:14]=1)[CH2:6]2, predict the reactants needed to synthesize it. The reactants are: [CH3:1][N:2]1[CH2:8][C@H:7]2[C@@H:3]1[CH2:4][N:5]([C:9]1[N:10]=[N:11][C:12]([C:15]3[CH:20]=[CH:19][CH:18]=[CH:17][CH:16]=3)=[CH:13][CH:14]=1)[CH2:6]2.O.[C:22]1([CH3:32])[CH:27]=[CH:26][C:25]([S:28]([OH:31])(=[O:30])=[O:29])=[CH:24][CH:23]=1.